This data is from Catalyst prediction with 721,799 reactions and 888 catalyst types from USPTO. The task is: Predict which catalyst facilitates the given reaction. (1) Reactant: C(OC(=O)CCCO[C:9]1[CH:14]=[CH:13][CH:12]=[C:11](CCCCCCO[C:9]2[CH:14]=[C:13]([C:9]3[CH:14]=[CH:13][C:12](F)=[C:11](F)[CH:10]=3)[CH:12]=[C:11](C(=O)N(C)C)[CH:10]=2)[C:10]=1CCC(OCC)=O)C.[CH2:49]([O:51][C:52](=[O:98])[CH2:53][CH2:54][CH2:55][O:56][C:57]1[CH:62]=[CH:61][CH:60]=[C:59]([CH2:63][CH2:64][CH2:65][CH2:66][CH2:67][CH2:68][O:69][C:70]2[CH:75]=[C:74]([C:76](=[O:89])[NH:77][CH2:78][C:79]3[CH:84]=[CH:83][CH:82]=[CH:81][C:80]=3[O:85][CH:86]([F:88])[F:87])[CH:73]=[C:72](Br)[CH:71]=2)[C:58]=1[CH2:91][CH2:92][C:93]([O:95][CH2:96][CH3:97])=[O:94])[CH3:50].C1(B(O)O)C=CC=CC=1.C(=O)([O-])[O-].[Cs+].[Cs+]. Product: [CH2:49]([O:51][C:52](=[O:98])[CH2:53][CH2:54][CH2:55][O:56][C:57]1[CH:62]=[CH:61][CH:60]=[C:59]([CH2:63][CH2:64][CH2:65][CH2:66][CH2:67][CH2:68][O:69][C:70]2[CH:71]=[C:72]([C:9]3[CH:14]=[CH:13][CH:12]=[CH:11][CH:10]=3)[CH:73]=[C:74]([C:76](=[O:89])[NH:77][CH2:78][C:79]3[CH:84]=[CH:83][CH:82]=[CH:81][C:80]=3[O:85][CH:86]([F:88])[F:87])[CH:75]=2)[C:58]=1[CH2:91][CH2:92][C:93]([O:95][CH2:96][CH3:97])=[O:94])[CH3:50]. The catalyst class is: 438. (2) Reactant: [C:1]([O:5][C:6](=[O:28])[NH:7][C@@H:8]([C:11]1[CH:16]=[CH:15][C:14]([Cl:17])=[C:13]([C:18]([C:20]2[CH:21]=[N:22][C:23](Cl)=[CH:24][CH:25]=2)=[O:19])[C:12]=1[F:27])[CH2:9][CH3:10])([CH3:4])([CH3:3])[CH3:2].[NH3:29]. Product: [C:1]([O:5][C:6](=[O:28])[NH:7][C@@H:8]([C:11]1[CH:16]=[CH:15][C:14]([Cl:17])=[C:13]([C:18]([C:20]2[CH:21]=[N:22][C:23]([NH2:29])=[CH:24][CH:25]=2)=[O:19])[C:12]=1[F:27])[CH2:9][CH3:10])([CH3:4])([CH3:3])[CH3:2]. The catalyst class is: 5. (3) Reactant: [CH3:1][O:2][C:3](=[O:12])[C:4]1[CH:9]=[CH:8][CH:7]=[CH:6][C:5]=1[CH:10]=O.Cl.[C:14]([NH:18][OH:19])([CH3:17])([CH3:16])[CH3:15]. Product: [C:14]([N+:18]([O-:19])=[CH:10][C:5]1[CH:6]=[CH:7][CH:8]=[CH:9][C:4]=1[C:3]([O:2][CH3:1])=[O:12])([CH3:17])([CH3:16])[CH3:15]. The catalyst class is: 5. (4) Reactant: [O:1]=[C:2]1[C:11]2[CH:10]=[CH:9][CH:8]=[C:7]3[NH:12][CH:13]([C:21]4[CH:28]=[CH:27][C:24]([CH:25]=O)=[CH:23][CH:22]=4)[CH:14]([C:15]4[CH:20]=[CH:19][CH:18]=[CH:17][CH:16]=4)[C:5]([C:6]=23)=[N:4][NH:3]1.C(O)(=O)C.[CH2:33]([N:35]1[CH2:40][CH2:39][NH:38][CH2:37][CH2:36]1)[CH3:34].[BH-](OC(C)=O)(OC(C)=O)OC(C)=O.[Na+]. Product: [CH2:33]([N:35]1[CH2:40][CH2:39][N:38]([CH2:25][C:24]2[CH:23]=[CH:22][C:21]([CH:13]3[NH:12][C:7]4[C:6]5[C:5](=[N:4][NH:3][C:2](=[O:1])[C:11]=5[CH:10]=[CH:9][CH:8]=4)[CH:14]3[C:15]3[CH:20]=[CH:19][CH:18]=[CH:17][CH:16]=3)=[CH:28][CH:27]=2)[CH2:37][CH2:36]1)[CH3:34]. The catalyst class is: 4. (5) Reactant: [F:1][C:2]1[CH:7]=[CH:6][C:5]([I:8])=[CH:4][C:3]=1[N:9]1[CH:14]=[C:13]([O:15][CH3:16])[C:12](=[O:17])[C:11]([C:18]([O:20]C)=[O:19])=[N:10]1.[OH-].[Na+].Cl. Product: [F:1][C:2]1[CH:7]=[CH:6][C:5]([I:8])=[CH:4][C:3]=1[N:9]1[CH:14]=[C:13]([O:15][CH3:16])[C:12](=[O:17])[C:11]([C:18]([OH:20])=[O:19])=[N:10]1. The catalyst class is: 5. (6) The catalyst class is: 4. Reactant: [O:1]=[C:2]1[NH:19][C:18]2[CH:20]=[CH:21][CH:22]=[CH:23][C:17]=2[C:4]2([CH2:9][CH2:8][N:7](C(OC(C)(C)C)=O)[CH2:6][CH2:5]2)[O:3]1.FC(F)(F)C(O)=O. Product: [NH:7]1[CH2:6][CH2:5][C:4]2([O:3][C:2](=[O:1])[NH:19][C:18]3[CH:20]=[CH:21][CH:22]=[CH:23][C:17]2=3)[CH2:9][CH2:8]1. (7) Reactant: [C:1]([C:3]1[CH:8]=[CH:7][C:6]([N:9]2[CH2:14][CH2:13][N:12](C(OC(C)(C)C)=O)[C@@H:11]([CH3:22])[CH2:10]2)=[CH:5][CH:4]=1)#[N:2].[ClH:23]. Product: [ClH:23].[CH3:22][C@@H:11]1[NH:12][CH2:13][CH2:14][N:9]([C:6]2[CH:7]=[CH:8][C:3]([C:1]#[N:2])=[CH:4][CH:5]=2)[CH2:10]1. The catalyst class is: 472.